This data is from Reaction yield outcomes from USPTO patents with 853,638 reactions. The task is: Predict the reaction yield, written as a fraction of the theoretical maximum amount of product (1.0 means a 100% yield; for example, 0.34 means a 34% yield). The reactants are [OH:1][N:2]=[C:3](Cl)[C:4]1[C:8]([NH:9][CH2:10][CH2:11][O:12][CH3:13])=[N:7][O:6][N:5]=1.FC(F)(F)C(O)=O.[Cl:22][C:23]1[CH:24]=[C:25]([CH2:28][NH2:29])[O:26][CH:27]=1. The yield is 1.00. No catalyst specified. The product is [Cl:22][C:23]1[CH:24]=[C:25]([CH2:28][NH:29][C:3]([C:4]2[C:8]([NH:9][CH2:10][CH2:11][O:12][CH3:13])=[N:7][O:6][N:5]=2)=[N:2][OH:1])[O:26][CH:27]=1.